Dataset: Reaction yield outcomes from USPTO patents with 853,638 reactions. Task: Predict the reaction yield, written as a fraction of the theoretical maximum amount of product (1.0 means a 100% yield; for example, 0.34 means a 34% yield). The reactants are [NH2:1][C:2]1[S:10][C:5]2[CH2:6][S:7][CH2:8][CH2:9][C:4]=2[C:3]=1[C:11](=O)[C:12]1[CH:17]=[CH:16][C:15]([O:18][CH3:19])=[CH:14][CH:13]=1.[Cl-:21].[Al+3].[Cl-:23].[Cl-].[C:25]1([CH3:31])C=CC=C[CH:26]=1.O. The catalyst is O1CCCC1. The product is [Cl:21][C:26]1[C:11]([C:12]2[CH:17]=[CH:16][C:15]([O:18][CH3:19])=[CH:14][CH:13]=2)=[C:3]2[C:4]3[CH2:9][CH2:8][S:7][CH2:6][C:5]=3[S:10][C:2]2=[N:1][C:25]=1[CH2:31][Cl:23]. The yield is 0.883.